Dataset: Forward reaction prediction with 1.9M reactions from USPTO patents (1976-2016). Task: Predict the product of the given reaction. (1) Given the reactants [Cl:1][C:2]1[CH:3]=[CH:4][C:5]([O:33][CH3:34])=[C:6]([S:8]([N:11]2[C:16]3[CH:17]=[C:18]([C:21]([NH:23][C:24]4[CH:25]=[CH:26][C:27]([C:30]([OH:32])=[O:31])=[N:28][CH:29]=4)=[O:22])[CH:19]=[CH:20][C:15]=3[O:14][CH2:13][CH2:12]2)(=[O:10])=[O:9])[CH:7]=1.[CH2:35](OC(C1C=CC(N)=CN=1)=O)[CH3:36], predict the reaction product. The product is: [CH2:35]([O:31][C:30]([C:27]1[CH:26]=[CH:25][C:24]([NH:23][C:21]([C:18]2[CH:19]=[CH:20][C:15]3[O:14][CH2:13][CH2:12][N:11]([S:8]([C:6]4[CH:7]=[C:2]([Cl:1])[CH:3]=[CH:4][C:5]=4[O:33][CH3:34])(=[O:10])=[O:9])[C:16]=3[CH:17]=2)=[O:22])=[CH:29][N:28]=1)=[O:32])[CH3:36]. (2) Given the reactants [CH2:1]([C:5]1[C:14]([CH:15]2OCC[O:16]2)=[CH:13][C:12]2[C:7](=[CH:8][CH:9]=[C:10]([O:20][CH3:21])[CH:11]=2)[N:6]=1)[CH2:2][CH2:3][CH3:4].Cl, predict the reaction product. The product is: [CH2:1]([C:5]1[C:14]([CH:15]=[O:16])=[CH:13][C:12]2[C:7](=[CH:8][CH:9]=[C:10]([O:20][CH3:21])[CH:11]=2)[N:6]=1)[CH2:2][CH2:3][CH3:4]. (3) The product is: [CH3:19][CH:18]([CH3:20])[CH2:17][C@H:14]([NH:13][C@@H:8]([C:5]1[CH:6]=[CH:7][C:2]([C:26]2[CH:27]=[CH:28][C:23]([S:22][CH3:21])=[CH:24][CH:25]=2)=[CH:3][CH:4]=1)[C:9]([F:12])([F:11])[F:10])[CH2:15][OH:16]. Given the reactants Br[C:2]1[CH:7]=[CH:6][C:5]([C@H:8]([NH:13][C@@H:14]([CH2:17][CH:18]([CH3:20])[CH3:19])[CH2:15][OH:16])[C:9]([F:12])([F:11])[F:10])=[CH:4][CH:3]=1.[CH3:21][S:22][C:23]1[CH:28]=[CH:27][C:26](B(O)O)=[CH:25][CH:24]=1.C([O-])([O-])=O.[Na+].[Na+].C1C=CC(P(C2C=CC=CC=2)C2C=CC=CC=2)=CC=1, predict the reaction product. (4) Given the reactants [CH3:1][N:2]([CH3:6])[C:3]([Cl:5])=[O:4].C(N(CC)CC)C.[CH3:14][CH:15]([NH2:30])[CH2:16][O:17][CH2:18][CH:19]([O:21][CH2:22][CH:23]([O:25][CH2:26][CH:27]([NH2:29])[CH3:28])[CH3:24])[CH3:20].NC(N)=O, predict the reaction product. The product is: [CH3:1][N:2]([CH3:6])[C:3]([Cl:5])=[O:4].[CH3:14][CH:15]([NH2:30])[CH2:16][O:17][CH2:18][CH:19]([O:21][CH2:22][CH:23]([O:25][CH2:26][CH:27]([NH2:29])[CH3:28])[CH3:24])[CH3:20].